From a dataset of Full USPTO retrosynthesis dataset with 1.9M reactions from patents (1976-2016). Predict the reactants needed to synthesize the given product. Given the product [Cl:1][C:2]1[N:3]=[C:4]([C:9]([NH:11][C@@H:12]2[CH2:17][CH2:16][N:15]([C:18]3[S:35][C:36]([C:40]([O:42][CH2:43][CH3:44])=[O:41])=[C:37]([CH3:39])[N:38]=3)[CH2:14][C@H:13]2[F:25])=[O:10])[NH:5][C:6]=1[CH2:7][CH3:8], predict the reactants needed to synthesize it. The reactants are: [Cl:1][C:2]1[N:3]=[C:4]([C:9]([NH:11][C@@H:12]2[CH2:17][CH2:16][N:15]([C:18](OC(C)(C)C)=O)[CH2:14][C@H:13]2[F:25])=[O:10])[NH:5][C:6]=1[CH2:7][CH3:8].Cl.O1CCOCC1.BrC1[S:35][C:36]([C:40]([O:42][CH2:43][CH3:44])=[O:41])=[C:37]([CH3:39])[N:38]=1.C(=O)([O-])[O-].[Na+].[Na+].